The task is: Predict the product of the given reaction.. This data is from Forward reaction prediction with 1.9M reactions from USPTO patents (1976-2016). (1) Given the reactants [Br:1][C:2]([F:18])([F:17])[C:3]([C:9]1[CH:14]=[CH:13][C:12]([NH2:15])=[C:11]([CH3:16])[CH:10]=1)([F:8])[C:4]([F:7])([F:6])[F:5].Cl.[I:20][C:21]1[CH:29]=[CH:28][CH:27]=[C:26]2[C:22]=1[C:23](=[N:31][C@@H:32]([CH3:36])[CH2:33][S:34][CH3:35])[O:24][C:25]2=[O:30], predict the reaction product. The product is: [Br:1][C:2]([F:17])([F:18])[C:3]([C:9]1[CH:14]=[CH:13][C:12]([NH:15][C:25](=[O:30])[C:26]2[C:22](=[C:21]([I:20])[CH:29]=[CH:28][CH:27]=2)[C:23]([NH:31][C@@H:32]([CH3:36])[CH2:33][S:34][CH3:35])=[O:24])=[C:11]([CH3:16])[CH:10]=1)([F:8])[C:4]([F:7])([F:6])[F:5]. (2) Given the reactants Cl[C:2]1[N:3]=[C:4]([N:13]2[CH2:18][CH2:17][O:16][CH2:15][CH2:14]2)[C:5]2[S:10][C:9]([CH:11]=O)=[CH:8][C:6]=2[N:7]=1.[OH:19][CH2:20][CH2:21][N:22]1[CH2:27][CH2:26][NH:25][CH2:24][CH2:23]1.CC(O)=O.[BH-](OC(C)=O)(OC(C)=O)OC(C)=O.[Na+].CC1(C)C(C)(C)OB([C:54]2[CH:55]=[N:56][C:57]([NH2:60])=[N:58][CH:59]=2)O1, predict the reaction product. The product is: [NH2:60][C:57]1[N:58]=[CH:59][C:54]([C:2]2[N:3]=[C:4]([N:13]3[CH2:18][CH2:17][O:16][CH2:15][CH2:14]3)[C:5]3[S:10][C:9]([CH2:11][N:25]4[CH2:26][CH2:27][N:22]([CH2:21][CH2:20][OH:19])[CH2:23][CH2:24]4)=[CH:8][C:6]=3[N:7]=2)=[CH:55][N:56]=1. (3) Given the reactants C(N(CC)CC)C.Br[CH2:9][C:10]([O:12][CH2:13][CH3:14])=[O:11].[Cl:15][C:16]1[CH:17]=[C:18]([NH:23][C:24]2[C:25]3[N:33]=[C:32]([NH:34][CH2:35][CH2:36][N:37]4[CH2:42][CH2:41][NH:40][CH2:39][CH2:38]4)[N:31]=[CH:30][C:26]=3[N:27]=[CH:28][N:29]=2)[CH:19]=[CH:20][C:21]=1[F:22], predict the reaction product. The product is: [Cl:15][C:16]1[CH:17]=[C:18]([NH:23][C:24]2[C:25]3[N:33]=[C:32]([NH:34][CH2:35][CH2:36][N:37]4[CH2:42][CH2:41][N:40]([CH2:9][C:10]([O:12][CH2:13][CH3:14])=[O:11])[CH2:39][CH2:38]4)[N:31]=[CH:30][C:26]=3[N:27]=[CH:28][N:29]=2)[CH:19]=[CH:20][C:21]=1[F:22]. (4) Given the reactants C(OC([NH:8][C@@H:9]([C@H:20]([OH:29])[C:21]1[CH:26]=[CH:25][C:24]([O:27][CH3:28])=[CH:23][CH:22]=1)[C:10]([O:12][CH2:13][C:14]1[CH:19]=[CH:18][CH:17]=[CH:16][CH:15]=1)=[O:11])=O)(C)(C)C.C(O)(C(F)(F)F)=O.C([O-])(O)=O.[Na+], predict the reaction product. The product is: [NH2:8][C@@H:9]([C@H:20]([OH:29])[C:21]1[CH:26]=[CH:25][C:24]([O:27][CH3:28])=[CH:23][CH:22]=1)[C:10]([O:12][CH2:13][C:14]1[CH:15]=[CH:16][CH:17]=[CH:18][CH:19]=1)=[O:11]. (5) Given the reactants [O:1]=[C:2]([CH3:9])[CH2:3][C:4]([O:6][CH2:7][CH3:8])=[O:5].[H-].[Na+].Br[CH:13]([CH3:22])[C:14]([C:16]1[CH:21]=[CH:20][CH:19]=[CH:18][CH:17]=1)=[O:15], predict the reaction product. The product is: [C:2]([CH:3]([CH:13]([CH3:22])[C:14](=[O:15])[C:16]1[CH:21]=[CH:20][CH:19]=[CH:18][CH:17]=1)[C:4]([O:6][CH2:7][CH3:8])=[O:5])(=[O:1])[CH3:9]. (6) Given the reactants [Cl:1][C:2]1[S:6][C:5]([B:7]([OH:9])[OH:8])=[CH:4][CH:3]=1.[NH:10]([CH2:14][CH2:15]O)[CH2:11][CH2:12]O, predict the reaction product. The product is: [Cl:1][C:2]1[S:6][C:5]([B:7]2[O:9][CH2:15][CH2:14][NH:10][CH2:11][CH2:12][O:8]2)=[CH:4][CH:3]=1. (7) Given the reactants [C:1]([O:5][C:6](=[O:22])[NH:7][C:8]1[CH:13]=[C:12](Cl)[C:11]([C:15]([F:18])([F:17])[F:16])=[CH:10][C:9]=1[N+:19]([O-:21])=[O:20])([CH3:4])([CH3:3])[CH3:2].[NH:23]1[CH2:26][CH2:25][CH2:24]1.CCN(CC)CC, predict the reaction product. The product is: [C:1]([O:5][C:6](=[O:22])[NH:7][C:8]1[CH:13]=[C:12]([N:23]2[CH2:26][CH2:25][CH2:24]2)[C:11]([C:15]([F:18])([F:17])[F:16])=[CH:10][C:9]=1[N+:19]([O-:21])=[O:20])([CH3:4])([CH3:3])[CH3:2].